Dataset: Catalyst prediction with 721,799 reactions and 888 catalyst types from USPTO. Task: Predict which catalyst facilitates the given reaction. The catalyst class is: 5. Product: [C:1]1([C:21]2[CH:22]=[CH:23][CH:24]=[CH:25][CH:26]=2)[CH:2]=[CH:3][C:4]([CH2:7][N:8]2[CH2:9][CH2:10][NH:11][CH2:12][CH2:13]2)=[CH:5][CH:6]=1. Reactant: [C:1]1([C:21]2[CH:26]=[CH:25][CH:24]=[CH:23][CH:22]=2)[CH:6]=[CH:5][C:4]([CH2:7][N:8]2[CH2:13][CH2:12][N:11](C(OC(C)(C)C)=O)[CH2:10][CH2:9]2)=[CH:3][CH:2]=1.Cl.C([O-])(O)=O.[Na+].